This data is from HIV replication inhibition screening data with 41,000+ compounds from the AIDS Antiviral Screen. The task is: Binary Classification. Given a drug SMILES string, predict its activity (active/inactive) in a high-throughput screening assay against a specified biological target. (1) The drug is c1ccc2c(c1)N=c1ccccc1=P21c2ccccc2Nc2ccccc21. The result is 0 (inactive). (2) The molecule is COc1cc2c(cc1OC)[N+]1(C)CCC3OCCC4C[N+]5(C)CCC26C5CC4C3C61. The result is 0 (inactive). (3) The compound is N#CC(C(=O)c1ccccc1F)c1nc2ccccc2[nH]1. The result is 1 (active). (4) The drug is Cc1ccc(SC(CCC(Sc2ccc(C)cc2)Sc2ccc(C)cc2)Sc2ccc(C)cc2)cc1. The result is 0 (inactive). (5) The molecule is Clc1nc(Cl)nc(N2CCCc3ccccc32)n1. The result is 0 (inactive). (6) The molecule is Clc1ccccc1C=CC1(c2ccccc2)OCCO1. The result is 0 (inactive). (7) The molecule is C=C(C)C12CC3CC(C(=NO)C(C1)C3=NO)C2(C)O. The result is 0 (inactive). (8) The drug is CC1=NN(C(=O)Cc2ccccc2)C(=O)C1=Cc1cccc(O)c1. The result is 0 (inactive). (9) The molecule is CC(C)(C)OC(=O)C1C(=O)C(C(=O)OC(C)(C)C)C2(C)C(C(=O)OC(C)(C)C)C(=O)C(C(=O)OC(C)(C)C)C12C. The result is 0 (inactive).